From a dataset of Catalyst prediction with 721,799 reactions and 888 catalyst types from USPTO. Predict which catalyst facilitates the given reaction. (1) Reactant: C(N[C:5]1([CH2:10][C:11]([OH:13])=O)CCCC1)(=O)C.[NH2:14][C:15]1([CH2:20][C:21]([OH:23])=[O:22])[CH2:19][CH2:18][CH2:17][CH2:16]1.[CH3:24]C#N.O.CC#N. Product: [C:11]([NH:14][C:15]1([CH2:20][C:21]([OH:23])=[O:22])[CH2:19][CH2:18][CH2:17][CH2:16]1)(=[O:13])[CH:10]([CH3:5])[CH3:24]. The catalyst class is: 6. (2) The catalyst class is: 4. Reactant: [CH3:1][O:2][C:3]1[CH:13]=[CH:12][C:6]2[NH:7][C:8]([CH2:10]O)=[N:9][C:5]=2[CH:4]=1.S(Cl)([Cl:16])=O. Product: [Cl:16][CH2:10][C:8]1[NH:7][C:6]2[CH:12]=[CH:13][C:3]([O:2][CH3:1])=[CH:4][C:5]=2[N:9]=1. (3) Reactant: [CH2:1]([O:3][C:4](=[O:30])[CH2:5][C:6]([C:9]1[CH:14]=[CH:13][C:12]([C:15]2[CH:20]=[CH:19][C:18]([C:21]([OH:23])=O)=[CH:17][CH:16]=2)=[C:11]([O:24][CH2:25][CH2:26][CH2:27][O:28][CH3:29])[CH:10]=1)([CH3:8])[CH3:7])[CH3:2].CCN=C=NCCCN(C)C.Cl.C1C=CC2N(O)N=NC=2C=1.C(N(C(C)C)CC)(C)C.[CH3:62][N:63]1[CH2:68][CH2:67][NH:66][CH2:65][CH2:64]1. Product: [CH3:29][O:28][CH2:27][CH2:26][CH2:25][O:24][C:11]1[CH:10]=[C:9]([C:6]([CH3:7])([CH3:8])[CH2:5][C:4]([O:3][CH2:1][CH3:2])=[O:30])[CH:14]=[CH:13][C:12]=1[C:15]1[CH:16]=[CH:17][C:18]([C:21]([N:66]2[CH2:67][CH2:68][N:63]([CH3:62])[CH2:64][CH2:65]2)=[O:23])=[CH:19][CH:20]=1. The catalyst class is: 4. (4) Reactant: [CH3:1][O:2][C:3]([CH:5]1[C:10](=[O:11])[CH2:9][CH2:8][NH:7][CH2:6]1)=[O:4].CNC1(NC)C=CN=CC1.[C:22]([O:26][C:27](O[C:27]([O:26][C:22]([CH3:25])([CH3:24])[CH3:23])=[O:28])=[O:28])([CH3:25])([CH3:24])[CH3:23]. Product: [CH3:1][O:2][C:3]([CH:5]1[C:10](=[O:11])[CH2:9][CH2:8][N:7]([C:27]([O:26][C:22]([CH3:25])([CH3:24])[CH3:23])=[O:28])[CH2:6]1)=[O:4]. The catalyst class is: 2. (5) Reactant: [N:1]1([CH:17]2[CH2:22][CH2:21][NH:20][CH2:19][CH2:18]2)[CH2:6][CH2:5][CH:4]([N:7]2[C@@H:11]3[CH2:12][CH2:13][CH2:14][CH2:15][C@H:10]3[NH:9][C:8]2=[O:16])[CH2:3][CH2:2]1.[CH:23]1([C:28](O)=[O:29])[CH2:27][CH2:26][CH2:25][CH2:24]1.CN(C(ON1N=NC2C=CC=NC1=2)=[N+](C)C)C.F[P-](F)(F)(F)(F)F.C(N(C(C)C)CC)(C)C. Product: [CH:23]1([C:28]([N:20]2[CH2:21][CH2:22][CH:17]([N:1]3[CH2:2][CH2:3][CH:4]([N:7]4[C@@H:11]5[CH2:12][CH2:13][CH2:14][CH2:15][C@H:10]5[NH:9][C:8]4=[O:16])[CH2:5][CH2:6]3)[CH2:18][CH2:19]2)=[O:29])[CH2:27][CH2:26][CH2:25][CH2:24]1. The catalyst class is: 3.